Dataset: Reaction yield outcomes from USPTO patents with 853,638 reactions. Task: Predict the reaction yield, written as a fraction of the theoretical maximum amount of product (1.0 means a 100% yield; for example, 0.34 means a 34% yield). (1) The yield is 0.840. The reactants are [C:1]([C:5]1[CH:10]=[C:9]([F:11])[C:8]([CH3:12])=[CH:7][C:6]=1[O:13][CH2:14][O:15][CH3:16])([CH3:4])([CH3:3])[CH3:2].C([Li])CCC.[C:22](=[O:24])=[O:23]. The catalyst is C1COCC1. The product is [C:1]([C:5]1[C:6]([O:13][CH2:14][O:15][CH3:16])=[C:7]([C:8]([CH3:12])=[C:9]([F:11])[CH:10]=1)[C:22]([OH:24])=[O:23])([CH3:4])([CH3:2])[CH3:3]. (2) The reactants are [F:1][C:2]1[CH:10]=[CH:9][CH:8]=[C:7]2[C:3]=1[C:4]([C:18]([NH:20][C@H:21]1[CH2:26][CH2:25][CH2:24][CH2:23][C@@H:22]1[OH:27])=[O:19])=[CH:5][N:6]2[CH2:11][CH:12]1[CH2:17][CH2:16][NH:15][CH2:14][CH2:13]1.Br[C:29]1[CH:34]=[CH:33][CH:32]=[CH:31][N:30]=1.C(=O)([O-])[O-].[K+].[K+].O.CC1(C)C2C=CC=C(P(C3C=CC=CC=3)C3C=CC=CC=3)C=2OC2C1=CC=CC=2P(C1C=CC=CC=1)C1C=CC=CC=1. The catalyst is C1(C)C(C)=CC=CC=1.C([O-])(=O)C.[Pd+2].C([O-])(=O)C. The product is [F:1][C:2]1[CH:10]=[CH:9][CH:8]=[C:7]2[C:3]=1[C:4]([C:18]([NH:20][C@H:21]1[CH2:26][CH2:25][CH2:24][CH2:23][C@@H:22]1[OH:27])=[O:19])=[CH:5][N:6]2[CH2:11][CH:12]1[CH2:17][CH2:16][N:15]([C:29]2[CH:34]=[CH:33][CH:32]=[CH:31][N:30]=2)[CH2:14][CH2:13]1. The yield is 0.150. (3) The reactants are [CH3:1][O:2][C:3]1[CH:8]=[CH:7][C:6]([SH:9])=[CH:5][CH:4]=1.[Cl:10][C:11]1[CH:16]=[C:15]([N+:17]([O-:19])=[O:18])[CH:14]=[C:13]([Cl:20])[C:12]=1F.C(=O)([O-])[O-].[K+].[K+].CN(C)C=O. The catalyst is O. The product is [Cl:10][C:11]1[CH:16]=[C:15]([N+:17]([O-:19])=[O:18])[CH:14]=[C:13]([Cl:20])[C:12]=1[S:9][C:6]1[CH:7]=[CH:8][C:3]([O:2][CH3:1])=[CH:4][CH:5]=1. The yield is 0.933. (4) The reactants are [Br:1][C:2]1[C:11]2[C:6](=[CH:7][CH:8]=[CH:9][CH:10]=2)[C:5]([C:12]2[CH:17]=[CH:16][CH:15]=[CH:14][C:13]=2C=O)=[CH:4][CH:3]=1.[Cl-].COC[P+](C1C=CC=CC=1)(C1C=CC=CC=1)C1C=CC=CC=1.[O:43]1[CH2:47]C[CH2:45][CH2:44]1.CC(C)([O-])C.[K+]. The catalyst is O. The product is [Br:1][C:2]1[C:11]2[C:6](=[CH:7][CH:8]=[CH:9][CH:10]=2)[C:5]([C:12]2([CH:45]=[CH:44][O:43][CH3:47])[CH:17]=[CH:16][CH:15]=[CH:14][CH2:13]2)=[CH:4][CH:3]=1. The yield is 0.990. (5) The reactants are C(O)C.[CH3:4][O:5][C:6]1[C:7]([N+:14]([O-])=O)=[C:8]([CH:11]=[CH:12][CH:13]=1)[CH:9]=[O:10]. The catalyst is [Fe].C(O)(=O)C. The product is [NH2:14][C:7]1[C:6]([O:5][CH3:4])=[CH:13][CH:12]=[CH:11][C:8]=1[CH:9]=[O:10]. The yield is 0.850. (6) The reactants are Cl[C:2]1[CH:3]=[C:4]([C:9]2[N:13]3[CH:14]=[CH:15][C:16]([C:19]([OH:22])([CH3:21])[CH3:20])=[C:17]([F:18])[C:12]3=[N:11][CH:10]=2)[CH:5]=[CH:6][C:7]=1[F:8].[F:23][C:24]1[CH:29]=[C:28]([F:30])[CH:27]=[CH:26][C:25]=1B(O)O. No catalyst specified. The product is [F:18][C:17]1[C:12]2[N:13]([C:9]([C:4]3[CH:5]=[CH:6][C:7]([F:8])=[C:2]([C:27]4[CH:26]=[CH:25][C:24]([F:23])=[CH:29][C:28]=4[F:30])[CH:3]=3)=[CH:10][N:11]=2)[CH:14]=[CH:15][C:16]=1[C:19]([OH:22])([CH3:21])[CH3:20]. The yield is 0.0200.